Dataset: Full USPTO retrosynthesis dataset with 1.9M reactions from patents (1976-2016). Task: Predict the reactants needed to synthesize the given product. (1) Given the product [Cl:49][C:50]1[CH:63]=[CH:62][C:53]2[NH:54][C:55]([C@@H:57]([NH:61][C:5](=[O:7])[C:4]3[CH:8]=[CH:9][C:10]([C:11]([N:13]4[CH2:17][CH2:16][CH2:15][CH2:14]4)=[O:12])=[C:2]([CH3:1])[CH:3]=3)[CH2:58][CH2:59][OH:60])=[N:56][C:52]=2[CH:51]=1, predict the reactants needed to synthesize it. The reactants are: [CH3:1][C:2]1[CH:3]=[C:4]([CH:8]=[CH:9][C:10]=1[C:11]([N:13]1[CH2:17][CH2:16][CH2:15][CH2:14]1)=[O:12])[C:5]([OH:7])=O.CN(C(ON1N=NC2C=CC=CC1=2)=[N+](C)C)C.[B-](F)(F)(F)F.C(N(C(C)C)CC)(C)C.[Cl:49][C:50]1[CH:63]=[CH:62][C:53]2[NH:54][C:55]([C@@H:57]([NH2:61])[CH2:58][CH2:59][OH:60])=[N:56][C:52]=2[CH:51]=1.ClCl. (2) Given the product [CH2:20]([O:1][C:2]1[C:3]([N+:17]([O-:19])=[O:18])=[C:4]([O:8][C:9](=[O:16])[C:10]2[CH:15]=[CH:14][CH:13]=[CH:12][CH:11]=2)[CH:5]=[CH:6][CH:7]=1)[C:21]1[CH:26]=[CH:25][CH:24]=[CH:23][CH:22]=1, predict the reactants needed to synthesize it. The reactants are: [OH:1][C:2]1[C:3]([N+:17]([O-:19])=[O:18])=[C:4]([O:8][C:9](=[O:16])[C:10]2[CH:15]=[CH:14][CH:13]=[CH:12][CH:11]=2)[CH:5]=[CH:6][CH:7]=1.[CH2:20](O)[C:21]1[CH:26]=[CH:25][CH:24]=[CH:23][CH:22]=1.C1(P(C2C=CC=CC=2)C2C=CC=CC=2)C=CC=CC=1.N(C(OC(C)(C)C)=O)=NC(OC(C)(C)C)=O. (3) Given the product [CH3:24][O:25][C:26](=[O:34])[C:27]1[CH:32]=[CH:31][C:30]([NH:22][C@H:5]([C:6]2[CH:7]=[N:8][C:9]([C:12]3[CH:17]=[CH:16][C:15]([C:18]([F:21])([F:20])[F:19])=[CH:14][CH:13]=3)=[N:10][CH:11]=2)[CH2:4][CH:3]([CH3:23])[CH3:2])=[N:29][CH:28]=1, predict the reactants needed to synthesize it. The reactants are: Cl.[CH3:2][CH:3]([CH3:23])[CH2:4][C@H:5]([NH2:22])[C:6]1[CH:7]=[N:8][C:9]([C:12]2[CH:17]=[CH:16][C:15]([C:18]([F:21])([F:20])[F:19])=[CH:14][CH:13]=2)=[N:10][CH:11]=1.[CH3:24][O:25][C:26](=[O:34])[C:27]1[CH:32]=[CH:31][C:30](F)=[N:29][CH:28]=1.C([O-])([O-])=O.[K+].[K+]. (4) Given the product [CH3:24][O:23][C:21]([C:20]1[CH:25]=[CH:26][C:17]([CH2:16][N:5]2[CH2:6][C@@H:1]3[CH2:7][C@H:4]2[CH2:3][N:2]3[C:8]([O:10][C:11]([CH3:14])([CH3:13])[CH3:12])=[O:9])=[CH:18][CH:19]=1)=[O:22], predict the reactants needed to synthesize it. The reactants are: [C@H:1]12[CH2:7][C@H:4]([NH:5][CH2:6]1)[CH2:3][N:2]2[C:8]([O:10][C:11]([CH3:14])([CH3:13])[CH3:12])=[O:9].Br[CH2:16][C:17]1[CH:26]=[CH:25][C:20]([C:21]([O:23][CH3:24])=[O:22])=[CH:19][CH:18]=1.C(N(CC)CC)C.C(=O)(O)[O-].[Na+]. (5) Given the product [C:14]([Si:11]([CH3:13])([CH3:12])[N:8]1[C:5]2=[N:6][CH:7]=[C:2]([C:4]3[CH:5]=[N:6][CH:7]=[CH:2][CH:3]=3)[CH:3]=[C:4]2[CH:10]=[CH:9]1)([CH3:17])([CH3:16])[CH3:15], predict the reactants needed to synthesize it. The reactants are: Br[C:2]1[CH:3]=[C:4]2[CH:10]=[CH:9][N:8]([Si:11]([C:14]([CH3:17])([CH3:16])[CH3:15])([CH3:13])[CH3:12])[C:5]2=[N:6][CH:7]=1.C(=O)([O-])[O-].[Na+].[Na+]. (6) Given the product [Cl:1][C:2]1[CH:3]=[CH:4][C:5]([O:6][C:7]2[CH:12]=[CH:11][C:10]([C:13]3([CH3:22])[CH2:14][O:15]3)=[C:9]([C:16]([F:17])([F:18])[F:19])[CH:8]=2)=[CH:20][CH:21]=1, predict the reactants needed to synthesize it. The reactants are: [Cl:1][C:2]1[CH:21]=[CH:20][C:5]([O:6][C:7]2[CH:12]=[CH:11][C:10]([C:13](=[O:15])[CH3:14])=[C:9]([C:16]([F:19])([F:18])[F:17])[CH:8]=2)=[CH:4][CH:3]=1.[CH3:22][S+](C)C.COS([O-])(=O)=O.[OH-].[K+].[Na+].[Cl-]. (7) Given the product [CH3:18][O:19][C:20]1[CH:25]=[CH:24][C:23]([CH:26]([O:28][CH:5]2[CH2:4][CH2:3][CH2:2][CH2:1][O:30]2)[CH3:27])=[CH:22][CH:21]=1, predict the reactants needed to synthesize it. The reactants are: [C:1]1(C)C=[CH:5][C:4](S([O-])(=O)=O)=[CH:3][CH:2]=1.[NH+]1[CH:5]=[CH:4][CH:3]=[CH:2][CH:1]=1.[CH3:18][O:19][C:20]1[CH:25]=[CH:24][C:23]([CH:26]([OH:28])[CH3:27])=[CH:22][CH:21]=1.C(=O)([O-])[O-:30].[Na+].[Na+]. (8) Given the product [N+:15]([C:12]1[N:11]=[CH:10][C:9]([O:8][C:6]2[CH:5]=[CH:4][N:3]=[C:2]([NH:19][C:18](=[O:25])[O:20][C:21]([CH3:24])([CH3:23])[CH3:22])[CH:7]=2)=[CH:14][CH:13]=1)([O-:17])=[O:16], predict the reactants needed to synthesize it. The reactants are: Cl[C:2]1[CH:7]=[C:6]([O:8][C:9]2[CH:10]=[N:11][C:12]([N+:15]([O-:17])=[O:16])=[CH:13][CH:14]=2)[CH:5]=[CH:4][N:3]=1.[C:18](=[O:25])([O:20][C:21]([CH3:24])([CH3:23])[CH3:22])[NH2:19].C([O-])([O-])=O.[Cs+].[Cs+].